Dataset: NCI-60 drug combinations with 297,098 pairs across 59 cell lines. Task: Regression. Given two drug SMILES strings and cell line genomic features, predict the synergy score measuring deviation from expected non-interaction effect. Drug 1: C1=CC=C(C(=C1)C(C2=CC=C(C=C2)Cl)C(Cl)Cl)Cl. Drug 2: C1=NNC2=C1C(=O)NC=N2. Cell line: SK-MEL-5. Synergy scores: CSS=1.90, Synergy_ZIP=-0.513, Synergy_Bliss=-0.0945, Synergy_Loewe=-1.23, Synergy_HSA=-1.07.